From a dataset of Catalyst prediction with 721,799 reactions and 888 catalyst types from USPTO. Predict which catalyst facilitates the given reaction. (1) Reactant: CCCCCC.[C:7]([O:11][C:12](=[O:25])[NH:13][C:14]1[CH:19]=[C:18]([C:20]([F:23])([F:22])[F:21])[CH:17]=[CH:16][C:15]=1Br)([CH3:10])([CH3:9])[CH3:8].[CH:26](=[O:28])[CH3:27].[Cl-].[NH4+]. Product: [C:7]([O:11][C:12](=[O:25])[NH:13][C:14]1[CH:19]=[C:18]([C:20]([F:23])([F:22])[F:21])[CH:17]=[CH:16][C:15]=1[CH:26]([OH:28])[CH3:27])([CH3:10])([CH3:9])[CH3:8]. The catalyst class is: 20. (2) Reactant: [Br:1][C:2]1[CH:7]=[CH:6][C:5]([NH:8][C:9](=[O:16])[CH2:10][C:11]([O:13]CC)=[O:12])=[CH:4][CH:3]=1.[OH-].[Na+].C(OCC)(=O)C. Product: [Br:1][C:2]1[CH:3]=[CH:4][C:5]([NH:8][C:9](=[O:16])[CH2:10][C:11]([OH:13])=[O:12])=[CH:6][CH:7]=1. The catalyst class is: 1. (3) Reactant: [F:1][C:2]([F:15])([F:14])[S:3]([O:6]S(C(F)(F)F)(=O)=O)(=[O:5])=[O:4].O=[C:17]1[CH2:22][CH2:21][N:20]([C:23]([O:25][C:26]([CH3:29])([CH3:28])[CH3:27])=[O:24])[CH2:19][CH:18]1[C:30]([O:32][CH2:33][CH3:34])=[O:31].C(N(CC)C(C)C)(C)C. Product: [F:1][C:2]([F:15])([F:14])[S:3]([O:6][C:17]1[CH2:22][CH2:21][N:20]([C:23]([O:25][C:26]([CH3:27])([CH3:28])[CH3:29])=[O:24])[CH2:19][C:18]=1[C:30]([O:32][CH2:33][CH3:34])=[O:31])(=[O:5])=[O:4]. The catalyst class is: 2. (4) Reactant: [NH2:1][C:2]1[CH:3]=[C:4]([CH:19]=[CH:20][C:21]=1[NH:22][CH3:23])[O:5][C:6]1[CH:11]=[CH:10][N:9]=[C:8]([C:12]([O:14][C:15]([CH3:18])([CH3:17])[CH3:16])=[O:13])[CH:7]=1.[Br:24][C:25]1[CH:30]=[CH:29][C:28]([N:31]=[C:32]=S)=[CH:27][CH:26]=1.Cl.C(N=C=NCCCN(C)C)C. Product: [Br:24][C:25]1[CH:30]=[CH:29][C:28]([NH:31][C:32]2[N:22]([CH3:23])[C:21]3[CH:20]=[CH:19][C:4]([O:5][C:6]4[CH:11]=[CH:10][N:9]=[C:8]([C:12]([O:14][C:15]([CH3:18])([CH3:17])[CH3:16])=[O:13])[CH:7]=4)=[CH:3][C:2]=3[N:1]=2)=[CH:27][CH:26]=1. The catalyst class is: 7.